Task: Predict which catalyst facilitates the given reaction.. Dataset: Catalyst prediction with 721,799 reactions and 888 catalyst types from USPTO (1) Reactant: [F:1][CH:2]1[C:7](=[O:8])[CH2:6][CH2:5][N:4]([C:9]2[N:13]([CH3:14])[N:12]=[CH:11][C:10]=2[N+:15]([O-:17])=[O:16])[CH2:3]1.B(F)(F)F.CCOCC.[N+](=[CH:29][C:30]([O:32][CH2:33][CH3:34])=[O:31])=[N-].O. Product: [F:1][CH:2]1[CH2:3][N:4]([C:9]2[N:13]([CH3:14])[N:12]=[CH:11][C:10]=2[N+:15]([O-:17])=[O:16])[CH2:5][CH2:6][CH:29]([C:30]([O:32][CH2:33][CH3:34])=[O:31])[C:7]1=[O:8]. The catalyst class is: 2. (2) Reactant: [CH2:1]([N:4]1[C:8](=[O:9])[NH:7][N:6]=[C:5]1[CH2:10][O:11][C:12]([C:25]1[CH:30]=[CH:29][CH:28]=[CH:27][CH:26]=1)([C:19]1[CH:24]=[CH:23][CH:22]=[CH:21][CH:20]=1)[C:13]1[CH:18]=[CH:17][CH:16]=[CH:15][CH:14]=1)[CH2:2][CH3:3].[C:31]([C:35]1[CH:42]=[CH:41][C:38]([CH2:39]Br)=[CH:37][CH:36]=1)([CH3:34])([CH3:33])[CH3:32].C(=O)([O-])[O-].[K+].[K+].O. Product: [C:31]([C:35]1[CH:36]=[CH:37][C:38]([CH2:39][N:7]2[C:8](=[O:9])[N:4]([CH2:1][CH2:2][CH3:3])[C:5]([CH2:10][O:11][C:12]([C:25]3[CH:30]=[CH:29][CH:28]=[CH:27][CH:26]=3)([C:19]3[CH:20]=[CH:21][CH:22]=[CH:23][CH:24]=3)[C:13]3[CH:18]=[CH:17][CH:16]=[CH:15][CH:14]=3)=[N:6]2)=[CH:41][CH:42]=1)([CH3:34])([CH3:32])[CH3:33]. The catalyst class is: 3. (3) Reactant: C[O:2][C:3](=[O:27])[CH2:4][C:5]1[C:13]2[C:8](=[N:9][CH:10]=[CH:11][C:12]=2[Cl:14])[N:7]([S:15]([C:18]2[CH:23]=[CH:22][C:21]([Cl:24])=[C:20]([Cl:25])[CH:19]=2)(=[O:17])=[O:16])[C:6]=1[CH3:26].B(Br)(Br)Br. Product: [Cl:14][C:12]1[CH:11]=[CH:10][N:9]=[C:8]2[N:7]([S:15]([C:18]3[CH:23]=[CH:22][C:21]([Cl:24])=[C:20]([Cl:25])[CH:19]=3)(=[O:17])=[O:16])[C:6]([CH3:26])=[C:5]([CH2:4][C:3]([OH:27])=[O:2])[C:13]=12. The catalyst class is: 2. (4) Reactant: CS([C:4]1[S:5][C:6]2[CH:12]=[C:11]([CH2:13][C:14]3[N:18]4[N:19]=[C:20]([C:23]#[N:24])[CH:21]=[CH:22][C:17]4=[N:16][CH:15]=3)[CH:10]=[CH:9][C:7]=2[N:8]=1)=O.[NH2:25][C@@H:26]1[CH2:31][CH2:30][CH2:29][CH2:28][C@H:27]1[OH:32].CCN(C(C)C)C(C)C.O. Product: [OH:32][C@@H:27]1[CH2:28][CH2:29][CH2:30][CH2:31][C@H:26]1[NH:25][C:4]1[S:5][C:6]2[CH:12]=[C:11]([CH2:13][C:14]3[N:18]4[N:19]=[C:20]([C:23]#[N:24])[CH:21]=[CH:22][C:17]4=[N:16][CH:15]=3)[CH:10]=[CH:9][C:7]=2[N:8]=1. The catalyst class is: 37. (5) Reactant: C([Mg]Cl)(C)C.C1COCC1.I[C:12]1[CH:17]=[CH:16][C:15]([I:18])=[CH:14][CH:13]=1.[CH2:19]([O:21][Si:22](OCC)([O:26][CH2:27][CH3:28])[O:23][CH2:24][CH3:25])[CH3:20]. Product: [CH2:19]([O:21][Si:22]([O:26][CH2:27][CH3:28])([O:23][CH2:24][CH3:25])[C:12]1[CH:17]=[CH:16][C:15]([I:18])=[CH:14][CH:13]=1)[CH3:20]. The catalyst class is: 28. (6) Reactant: [H-].[Na+].[Cl:3][C:4]1[C:9]([O:10][CH3:11])=[CH:8][C:7]([CH:12](C([O-])=O)[C:13]([O:15][C:16](C)(C)C)=[O:14])=[C:6]([F:23])[CH:5]=1.Br[C:25](Br)([F:27])[F:26].[Cl-].[NH4+]. Product: [Cl:3][C:4]1[C:9]([O:10][CH3:11])=[CH:8][C:7]([C:12](=[C:25]([F:27])[F:26])[C:13]([O:15][CH3:16])=[O:14])=[C:6]([F:23])[CH:5]=1. The catalyst class is: 7. (7) Reactant: C(O)(C(F)(F)F)=O.[NH2:8][C:9]1[N:17]=[CH:16][N:15]=[C:14]2[C:10]=1[N:11]=[CH:12][N:13]2[C@H:18]1[C@H:25]2[C@H:21]([O:22]C(C)(C)[O:24]2)[C@@H:20]([CH2:28][N:29]([CH3:47])[CH2:30][CH2:31][CH2:32][NH:33][C:34]2[NH:38][C:37]3[CH:39]=[C:40]([C:43]([CH3:46])([CH3:45])[CH3:44])[CH:41]=[CH:42][C:36]=3[N:35]=2)[O:19]1. Product: [NH2:8][C:9]1[N:17]=[CH:16][N:15]=[C:14]2[C:10]=1[N:11]=[CH:12][N:13]2[C@H:18]1[C@H:25]([OH:24])[C@H:21]([OH:22])[C@@H:20]([CH2:28][N:29]([CH2:30][CH2:31][CH2:32][NH:33][C:34]2[NH:38][C:37]3[CH:39]=[C:40]([C:43]([CH3:46])([CH3:45])[CH3:44])[CH:41]=[CH:42][C:36]=3[N:35]=2)[CH3:47])[O:19]1. The catalyst class is: 6.